Dataset: Forward reaction prediction with 1.9M reactions from USPTO patents (1976-2016). Task: Predict the product of the given reaction. (1) Given the reactants [NH:1]1[C:5]2=[N:6][C:7]([C:10]#N)=[CH:8][CH:9]=[C:4]2[CH:3]=[CH:2]1.[CH3:12][Si](Cl)(C)C.[CH:17]1([Mg]Cl)[CH2:22][CH2:21][CH2:20][CH2:19][CH2:18]1.[Cl-].[NH4+].Cl.[OH-].[NH4+], predict the reaction product. The product is: [CH:17]1([C:10]([C:7]2[N:6]=[C:5]3[NH:1][CH:2]=[CH:3][C:4]3=[CH:9][CH:8]=2)=[CH2:12])[CH2:22][CH2:21][CH2:20][CH2:19][CH2:18]1. (2) Given the reactants [Br:1][C:2]1[CH:11]=[CH:10][C:5]([C:6]([O:8][CH3:9])=[O:7])=[C:4]([CH3:12])[C:3]=1[OH:13].[C:14](=O)([O-])[O-].[Cs+].[Cs+].IC, predict the reaction product. The product is: [Br:1][C:2]1[CH:11]=[CH:10][C:5]([C:6]([O:8][CH3:9])=[O:7])=[C:4]([CH3:12])[C:3]=1[O:13][CH3:14].